This data is from Reaction yield outcomes from USPTO patents with 853,638 reactions. The task is: Predict the reaction yield, written as a fraction of the theoretical maximum amount of product (1.0 means a 100% yield; for example, 0.34 means a 34% yield). The reactants are [OH:1][C:2]1[N:3]=[C:4]2[CH:12]=[C:11]([CH2:13][CH2:14][C:15]3[S:16][CH:17]=[C:18]([CH:20]([CH3:22])[CH3:21])[N:19]=3)[CH:10]=[CH:9][N:5]2[C:6](=[O:8])[CH:7]=1.[F:23][C:24]([F:37])([F:36])[S:25](O[S:25]([C:24]([F:37])([F:36])[F:23])(=[O:27])=[O:26])(=[O:27])=[O:26].Cl. The catalyst is CN(C1C=CN=CC=1)C.C(Cl)Cl. The product is [F:23][C:24]([F:37])([F:36])[S:25]([O:1][C:2]1[N:3]=[C:4]2[CH:12]=[C:11]([CH2:13][CH2:14][C:15]3[S:16][CH:17]=[C:18]([CH:20]([CH3:22])[CH3:21])[N:19]=3)[CH:10]=[CH:9][N:5]2[C:6](=[O:8])[CH:7]=1)(=[O:27])=[O:26]. The yield is 0.880.